This data is from Full USPTO retrosynthesis dataset with 1.9M reactions from patents (1976-2016). The task is: Predict the reactants needed to synthesize the given product. (1) Given the product [N:28]1[CH:29]=[CH:30][C:25]([C:2]2[S:6][C:5]([N:7]3[CH2:11][C:10]4([CH:16]5[CH2:17][CH2:18][N:13]([CH2:14][CH2:15]5)[CH2:12]4)[O:9][C:8]3=[O:19])=[N:4][CH:3]=2)=[CH:26][CH:27]=1, predict the reactants needed to synthesize it. The reactants are: Br[C:2]1[S:6][C:5]([N:7]2[CH2:11][C:10]3([CH:16]4[CH2:17][CH2:18][N:13]([CH2:14][CH2:15]4)[CH2:12]3)[O:9][C:8]2=[O:19])=[N:4][CH:3]=1.C([Sn](CCCC)(CCCC)[C:25]1[CH:30]=[CH:29][N:28]=[CH:27][CH:26]=1)CCC. (2) Given the product [Br:1][C:2]1[CH:3]=[C:4]2[C:9](=[CH:10][CH:11]=1)[N:8]([C:12](=[O:14])[CH3:13])[C@@H:7]([CH3:15])[CH2:6][NH:5]2, predict the reactants needed to synthesize it. The reactants are: [Br:1][C:2]1[CH:3]=[C:4]2[C:9](=[CH:10][CH:11]=1)[N:8]([C:12](=[O:14])[CH3:13])[C@@H:7]([CH3:15])[CH2:6][N:5]2S(C1C=CC(C)=CC=1)(=O)=O.S(=O)(=O)(O)O.[OH-].[Na+]. (3) Given the product [Br:1][C:2]1[CH:3]=[CH:4][C:5]2[N:6]([CH:17]=1)[C:7]1[N:8]=[C:9]([CH2:15][N:22]3[CH2:23][CH2:24][N:19]([CH3:18])[CH2:20][CH2:21]3)[NH:10][C:11](=[O:14])[C:12]=1[N:13]=2, predict the reactants needed to synthesize it. The reactants are: [Br:1][C:2]1[CH:3]=[CH:4][C:5]2[N:6]([CH:17]=1)[C:7]1[N:8]=[C:9]([CH2:15]Cl)[NH:10][C:11](=[O:14])[C:12]=1[N:13]=2.[CH3:18][N:19]1[CH2:24][CH2:23][NH:22][CH2:21][CH2:20]1. (4) Given the product [Cl:1][C:2]1[C:6]2[CH:7]=[CH:8][CH:9]=[CH:10][C:5]=2[O:4][C:3]=1[CH2:11][NH:14][CH3:13], predict the reactants needed to synthesize it. The reactants are: [Cl:1][C:2]1[C:6]2[CH:7]=[CH:8][CH:9]=[CH:10][C:5]=2[O:4][C:3]=1[CH:11]=O.[CH3:13][NH2:14].[BH4-].[Na+]. (5) The reactants are: [Br:1][C:2]1[CH:3]=[C:4]2[C:8](=[C:9]([C:11]([O:13]C)=[O:12])[CH:10]=1)[N:7](C(OC(C)(C)C)=O)[CH:6]=[C:5]2[CH:22]1[CH2:26][CH2:25][S:24](=[O:28])(=[O:27])[CH2:23]1.[Li+].[OH-].CO. Given the product [Br:1][C:2]1[CH:3]=[C:4]2[C:8](=[C:9]([C:11]([OH:13])=[O:12])[CH:10]=1)[NH:7][CH:6]=[C:5]2[CH:22]1[CH2:26][CH2:25][S:24](=[O:27])(=[O:28])[CH2:23]1, predict the reactants needed to synthesize it. (6) Given the product [C:1]([O:5][C:6]([N:8]1[CH2:16][C:15]2[C:10](=[CH:11][CH:12]=[C:13]([C:23]3[CH2:28][CH2:27][O:26][CH2:25][CH:24]=3)[CH:14]=2)[CH2:9]1)=[O:7])([CH3:4])([CH3:3])[CH3:2], predict the reactants needed to synthesize it. The reactants are: [C:1]([O:5][C:6]([N:8]1[CH2:16][C:15]2[C:10](=[CH:11][CH:12]=[C:13](I)[CH:14]=2)[CH2:9]1)=[O:7])([CH3:4])([CH3:3])[CH3:2].C([Sn](CCCC)(CCCC)[C:23]1[CH2:24][CH2:25][O:26][CH2:27][CH:28]=1)CCC.C1([As](C2C=CC=CC=2)C2C=CC=CC=2)C=CC=CC=1.[Cl-].[Li+].C(C1C(O)=C(C(C)(C)C)C=C(C)C=1)(C)(C)C.